Dataset: Full USPTO retrosynthesis dataset with 1.9M reactions from patents (1976-2016). Task: Predict the reactants needed to synthesize the given product. (1) Given the product [CH2:1]([CH:8]1[N:17]2[C:12](=[CH:13][C:14](=[O:23])[C:15]([C:18]([OH:20])=[O:19])=[CH:16]2)[C:11]2[CH:24]=[C:25]([O:30][CH3:31])[C:26]([O:28][CH3:29])=[CH:27][C:10]=2[CH2:9]1)[C:2]1[CH:7]=[CH:6][CH:5]=[CH:4][CH:3]=1, predict the reactants needed to synthesize it. The reactants are: [CH2:1]([CH:8]1[N:17]2[C:12](=[CH:13][C:14](=[O:23])[C:15]([C:18]([O:20]CC)=[O:19])=[CH:16]2)[C:11]2[CH:24]=[C:25]([O:30][CH3:31])[C:26]([O:28][CH3:29])=[CH:27][C:10]=2[CH2:9]1)[C:2]1[CH:7]=[CH:6][CH:5]=[CH:4][CH:3]=1.O[Li].O.Cl. (2) Given the product [F:1][C:2]([F:16])([F:17])[C:3]1[CH:8]=[CH:7][C:6]([C:9]2[CH:14]=[CH:13][C:12]([O:15][CH:30]([C:24]3[CH:25]=[CH:26][C:21]([C:20]([OH:28])=[O:27])=[CH:22][N:23]=3)[CH3:31])=[CH:11][CH:10]=2)=[CH:5][CH:4]=1, predict the reactants needed to synthesize it. The reactants are: [F:1][C:2]([F:17])([F:16])[C:3]1[CH:8]=[CH:7][C:6]([C:9]2[CH:14]=[CH:13][C:12]([OH:15])=[CH:11][CH:10]=2)=[CH:5][CH:4]=1.[H-].[Na+].[C:20]([O-:28])(=[O:27])[C:21]1[CH:26]=[CH:25][CH:24]=[N:23][CH:22]=1.O1CC[CH2:31][CH2:30]1. (3) Given the product [S:1]1[C:5]2[CH:6]=[CH:7][CH:8]=[CH:9][C:4]=2[N:3]=[C:2]1[CH2:10][NH:11][C:32]([C:28]1[S:27][C:26]([N:23]2[CH:24]=[CH:25][C:20]([O:19][CH2:12][C:13]3[CH:18]=[CH:17][CH:16]=[CH:15][CH:14]=3)=[CH:21][C:22]2=[O:35])=[N:30][C:29]=1[CH3:31])=[O:33], predict the reactants needed to synthesize it. The reactants are: [S:1]1[C:5]2[CH:6]=[CH:7][CH:8]=[CH:9][C:4]=2[N:3]=[C:2]1[CH2:10][NH2:11].[CH2:12]([O:19][C:20]1[CH:25]=[CH:24][N:23]([C:26]2[S:27][C:28]([C:32](O)=[O:33])=[C:29]([CH3:31])[N:30]=2)[C:22](=[O:35])[CH:21]=1)[C:13]1[CH:18]=[CH:17][CH:16]=[CH:15][CH:14]=1. (4) Given the product [C:27]([C:31]1[N:36]=[C:35]([N:37]2[CH2:38][CH2:39][N:40]([CH2:43][CH2:44][CH2:45][CH2:46][NH:47][C:1](=[O:9])[C:2]3[CH:7]=[CH:6][CH:5]=[N:4][CH:3]=3)[CH2:41][CH2:42]2)[CH:34]=[C:33]([CH:48]2[CH2:51][CH2:50][CH2:49]2)[N:32]=1)([CH3:30])([CH3:28])[CH3:29], predict the reactants needed to synthesize it. The reactants are: [C:1]([OH:9])(=O)[C:2]1[CH:7]=[CH:6][CH:5]=[N:4][CH:3]=1.C(N(CC)CC)C.OC1C2N=NNC=2C=CC=1.[C:27]([C:31]1[N:36]=[C:35]([N:37]2[CH2:42][CH2:41][N:40]([CH2:43][CH2:44][CH2:45][CH2:46][NH2:47])[CH2:39][CH2:38]2)[CH:34]=[C:33]([CH:48]2[CH2:51][CH2:50][CH2:49]2)[N:32]=1)([CH3:30])([CH3:29])[CH3:28].Cl.C(N=C=NCCCN(C)C)C. (5) Given the product [F:21][C:22]([F:30])([F:31])[C:23]1[CH:24]=[C:25]([NH:26][C:12]([C:8]2[CH:9]=[C:10]3[C:11](=[CH:6][CH:7]=2)[C:2]([Cl:18])=[N:3][N:40]([CH3:39])[C:42]3=[O:43])=[O:14])[CH:27]=[CH:28][CH:29]=1, predict the reactants needed to synthesize it. The reactants are: O=[C:2]1[C:11]2[C:6](=[CH:7][C:8]([C:12]([OH:14])=O)=[CH:9][CH:10]=2)C(=O)N[NH:3]1.P(Cl)(Cl)([Cl:18])=O.[F:21][C:22]([F:31])([F:30])[C:23]1[CH:24]=[C:25]([CH:27]=[CH:28][CH:29]=1)[NH2:26].CCN(CC)CC.[CH3:39][N:40]([CH:42]=[O:43])C. (6) The reactants are: Br[CH2:2][CH2:3][CH2:4][CH2:5][O:6][C:7]1[CH:8]=[C:9]2[C:13](=[CH:14][CH:15]=1)[N:12]([C:16]1[CH:21]=[CH:20][C:19]([F:22])=[CH:18][CH:17]=1)[CH:11]=[CH:10]2.[CH2:23]([CH2:26][NH2:27])[CH:24]=C.[CH3:28]N(C=O)C. Given the product [CH2:26]([N:27]([CH2:2][CH2:3][CH2:4][CH2:5][O:6][C:7]1[CH:8]=[C:9]2[C:13](=[CH:14][CH:15]=1)[N:12]([C:16]1[CH:21]=[CH:20][C:19]([F:22])=[CH:18][CH:17]=1)[CH:11]=[CH:10]2)[CH3:28])[CH:23]=[CH2:24], predict the reactants needed to synthesize it. (7) Given the product [N:3]1[C:2]2[CH:16]=[CH:15][C:10]3[CH:11]=[CH:12][CH:13]=[CH:14][C:9]=3[NH:8][C:7]=2[CH:6]=[CH:5][CH:4]=1, predict the reactants needed to synthesize it. The reactants are: Cl[C:2]1[C:7]([NH:8][C:9]2[CH:14]=[CH:13][CH:12]=[CH:11][C:10]=2[CH:15]=[CH2:16])=[CH:6][CH:5]=[CH:4][N:3]=1.C1(C)C=CC=CC=1P(C1C=CC=CC=1C)C1C=CC=CC=1C. (8) Given the product [C:18]([N:21]1[CH2:26][CH2:25][N:24]([CH2:1][C:3]2[CH:8]=[C:7]([CH3:9])[N:6]=[C:5]([NH:10][C:11](=[O:17])[O:12][C:13]([CH3:16])([CH3:15])[CH3:14])[CH:4]=2)[CH2:23][CH2:22]1)(=[O:20])[CH3:19], predict the reactants needed to synthesize it. The reactants are: [CH:1]([C:3]1[CH:8]=[C:7]([CH3:9])[N:6]=[C:5]([NH:10][C:11](=[O:17])[O:12][C:13]([CH3:16])([CH3:15])[CH3:14])[CH:4]=1)=O.[C:18]([N:21]1[CH2:26][CH2:25][NH:24][CH2:23][CH2:22]1)(=[O:20])[CH3:19].CC(O)=O.[BH-](OC(C)=O)(OC(C)=O)OC(C)=O.[Na+]. (9) Given the product [ClH:47].[CH3:25][N:26]1[C:30]2[CH:31]=[N:32][CH:33]=[C:34]3[C:35](=[O:46])[C@H:36]([CH:38]4[CH:43]5[CH2:42][CH2:41][N:40]([CH2:45][CH2:44]5)[CH2:39]4)[CH2:37][C:28]([C:29]=23)=[N:27]1, predict the reactants needed to synthesize it. The reactants are: CN1C2C=CC=C(C([O-])=O)C=2C(CN[C@H]2C3CCN(CC3)C2)=N1.[Li+].[CH3:25][N:26]1[C:30]2[CH:31]=[N:32][CH:33]=[C:34]3[C:35](=[O:46])[C@H:36]([CH:38]4[CH:43]5[CH2:44][CH2:45][N:40]([CH2:41][CH2:42]5)[CH2:39]4)[CH2:37][C:28]([C:29]=23)=[N:27]1.[ClH:47].